Dataset: Catalyst prediction with 721,799 reactions and 888 catalyst types from USPTO. Task: Predict which catalyst facilitates the given reaction. Reactant: [Cl:1][C:2]1[CH:3]=[C:4]([CH:44]=[CH:45][CH:46]=1)[O:5][C:6]1[CH:7]=[C:8]2[C:13](=[CH:14][CH:15]=1)[CH2:12][N:11]([C:16](=[O:30])[C@@H:17]([NH:22][C:23]1[CH:28]=[CH:27][C:26]([F:29])=[CH:25][CH:24]=1)[C:18]([CH3:21])([CH3:20])[CH3:19])[CH:10]([C:31]([NH:33][C@:34]1([C:39]([O:41]CC)=[O:40])[CH2:36][C@H:35]1[CH:37]=[CH2:38])=[O:32])[CH2:9]2.O.[OH-].[Li+]. Product: [Cl:1][C:2]1[CH:3]=[C:4]([CH:44]=[CH:45][CH:46]=1)[O:5][C:6]1[CH:7]=[C:8]2[C:13](=[CH:14][CH:15]=1)[CH2:12][N:11]([C:16](=[O:30])[C@@H:17]([NH:22][C:23]1[CH:28]=[CH:27][C:26]([F:29])=[CH:25][CH:24]=1)[C:18]([CH3:21])([CH3:20])[CH3:19])[CH:10]([C:31]([NH:33][C@:34]1([C:39]([OH:41])=[O:40])[CH2:36][C@H:35]1[CH:37]=[CH2:38])=[O:32])[CH2:9]2. The catalyst class is: 87.